The task is: Predict the product of the given reaction.. This data is from Forward reaction prediction with 1.9M reactions from USPTO patents (1976-2016). (1) Given the reactants C(O)(=O)[C@@H]([C@H](C(O)=O)O)O.[NH2:11][C@H:12]1[C@@H:16]2[O:17][C:18]([CH3:21])([CH3:20])[O:19][C@@H:15]2[C@@H:14]([O:22][CH2:23][CH2:24][OH:25])[CH2:13]1.C(=O)(O)[O-].[Na+].[Cl:31][C:32]1[C:37]([NH2:38])=[C:36](Cl)[N:35]=[C:34]([S:40][CH2:41][CH2:42][CH3:43])[N:33]=1.C(O)CC(C)C, predict the reaction product. The product is: [NH2:38][C:37]1[C:36]([NH:11][C@H:12]2[C@@H:16]3[O:17][C:18]([CH3:20])([CH3:21])[O:19][C@@H:15]3[C@@H:14]([O:22][CH2:23][CH2:24][OH:25])[CH2:13]2)=[N:35][C:34]([S:40][CH2:41][CH2:42][CH3:43])=[N:33][C:32]=1[Cl:31]. (2) Given the reactants [OH:1][C:2]1[C:11]2[C:6](=[CH:7][CH:8]=[CH:9][CH:10]=2)[C:5](=[O:12])[N:4]([C:13]2[CH:18]=[CH:17][C:16](I)=[CH:15][CH:14]=2)[N:3]=1.[C:20]1([SH:26])[CH:25]=[CH:24][CH:23]=[CH:22][CH:21]=1.C(O)CO.O, predict the reaction product. The product is: [C:20]1([S:26][C:16]2[CH:17]=[CH:18][C:13]([N:4]3[NH:3][C:2](=[O:1])[C:11]4[C:6](=[CH:7][CH:8]=[CH:9][CH:10]=4)[C:5]3=[O:12])=[CH:14][CH:15]=2)[CH:25]=[CH:24][CH:23]=[CH:22][CH:21]=1. (3) Given the reactants CCN(C(C)C)C(C)C.[NH2:10][C@H:11]([C:13]1[C:14](=[O:24])[NH:15][C:16]2[C:21]([CH:22]=1)=[CH:20][C:19]([Cl:23])=[CH:18][CH:17]=2)[CH3:12].Cl[C:26]1[N:31]=[C:30]([CH2:32][C:33]([O:35][CH2:36]C)=[O:34])[CH:29]=[CH:28][N:27]=1.CCOC(C)=O, predict the reaction product. The product is: [Cl:23][C:19]1[CH:20]=[C:21]2[C:16](=[CH:17][CH:18]=1)[NH:15][C:14](=[O:24])[C:13]([C@@H:11]([NH:10][C:26]1[N:31]=[C:30]([CH2:32][C:33]([O:35][CH3:36])=[O:34])[CH:29]=[CH:28][N:27]=1)[CH3:12])=[CH:22]2.